Regression. Given a peptide amino acid sequence and an MHC pseudo amino acid sequence, predict their binding affinity value. This is MHC class II binding data. From a dataset of Peptide-MHC class II binding affinity with 134,281 pairs from IEDB. The peptide sequence is GELQIVDKIDASFKI. The MHC is DRB1_0802 with pseudo-sequence DRB1_0802. The binding affinity (normalized) is 0.474.